Dataset: Full USPTO retrosynthesis dataset with 1.9M reactions from patents (1976-2016). Task: Predict the reactants needed to synthesize the given product. Given the product [Cl:1][C:2]1[C:3]([CH3:15])=[CH:4][C:5]([N+:12]([O-:14])=[O:13])=[C:6]([NH2:8])[CH:7]=1, predict the reactants needed to synthesize it. The reactants are: [Cl:1][C:2]1[C:3]([CH3:15])=[CH:4][C:5]([N+:12]([O-:14])=[O:13])=[C:6]([NH:8]C(=O)C)[CH:7]=1.C[O-].[Na+].